Dataset: Reaction yield outcomes from USPTO patents with 853,638 reactions. Task: Predict the reaction yield, written as a fraction of the theoretical maximum amount of product (1.0 means a 100% yield; for example, 0.34 means a 34% yield). (1) The reactants are [F:1][C:2]([F:24])([F:23])[C:3]1[CH:4]=[C:5]([C:13]2[N:17]=[CH:16][N:15](/[CH:18]=[CH:19]\[C:20](O)=[O:21])[N:14]=2)[CH:6]=[C:7]([C:9]([F:12])([F:11])[F:10])[CH:8]=1.[NH:25]([C:27]1[CH:32]=[CH:31][CH:30]=[CH:29][N:28]=1)[NH2:26].C(P1(=O)OP(CCC)(=O)OP(CCC)(=O)O1)CC.CCN(C(C)C)C(C)C. The catalyst is CCOC(C)=O.C(Cl)Cl. The product is [F:23][C:2]([F:24])([F:1])[C:3]1[CH:4]=[C:5]([C:13]2[N:17]=[CH:16][N:15](/[CH:18]=[CH:19]\[C:20]([NH:26][NH:25][C:27]3[CH:32]=[CH:31][CH:30]=[CH:29][N:28]=3)=[O:21])[N:14]=2)[CH:6]=[C:7]([C:9]([F:11])([F:10])[F:12])[CH:8]=1. The yield is 0.480. (2) The reactants are [CH2:1]([OH:4])[CH2:2][OH:3].[H-].[Na+].Br[CH2:8][C:9]1[CH:14]=[CH:13][C:12]([Cl:15])=[CH:11][CH:10]=1.O. The catalyst is C1COCC1.[N+](CCCC)(CCCC)(CCCC)CCCC.[I-].CCOC(C)=O. The product is [Cl:15][C:12]1[CH:13]=[CH:14][C:9]([CH2:8][O:3][CH2:2][CH2:1][OH:4])=[CH:10][CH:11]=1. The yield is 0.460. (3) The yield is 0.480. The reactants are [OH:1][C:2]1[CH:3]=[C:4]([CH2:8][C:9]([NH:11][C:12]2[C:21]3[C:16](=[CH:17][CH:18]=[CH:19][CH:20]=3)[CH:15]=[CH:14][CH:13]=2)=[O:10])[CH:5]=[CH:6][CH:7]=1.[CH2:22](Br)[C:23]1[CH:28]=[CH:27][CH:26]=[CH:25][CH:24]=1.C(=O)([O-])[O-].[K+].[K+]. The catalyst is CC(C)=O. The product is [C:12]1([NH:11][C:9](=[O:10])[CH2:8][C:4]2[CH:5]=[CH:6][CH:7]=[C:2]([O:1][CH2:22][C:23]3[CH:28]=[CH:27][CH:26]=[CH:25][CH:24]=3)[CH:3]=2)[C:21]2[C:16](=[CH:17][CH:18]=[CH:19][CH:20]=2)[CH:15]=[CH:14][CH:13]=1. (4) The reactants are [CH3:1][C:2]1[CH:3]=[C:4]([CH:8]=O)[O:5][C:6]=1[CH3:7].[CH3:10][O:11][C:12](=[O:29])[C:13]1[C:14](=[C:19]([NH:23]CCCCC)[CH:20]=[CH:21][CH:22]=1)[C:15]([O:17][CH3:18])=[O:16]. No catalyst specified. The product is [CH3:10][O:11][C:12](=[O:29])[C:13]1[C:14](=[C:19]([NH:23][CH2:8][C:4]2[O:5][C:6]([CH3:7])=[C:2]([CH3:1])[CH:3]=2)[CH:20]=[CH:21][CH:22]=1)[C:15]([O:17][CH3:18])=[O:16]. The yield is 0.750. (5) The reactants are [Cl:1][C:2]1[CH:11]=[C:10]2[C:5]([C:6]([OH:18])=[C:7]([C:13]([O:15]CC)=[O:14])[C:8](=[O:12])[NH:9]2)=[CH:4][C:3]=1[C:19]1[CH:24]=[CH:23][C:22]([C:25]2[CH:30]=[CH:29][CH:28]=[C:27]([O:31][CH3:32])[C:26]=2[OH:33])=[CH:21][CH:20]=1.[OH-].[Li+]. The catalyst is C1COCC1.O. The product is [Cl:1][C:2]1[CH:11]=[C:10]2[C:5]([C:6]([OH:18])=[C:7]([C:13]([OH:15])=[O:14])[C:8](=[O:12])[NH:9]2)=[CH:4][C:3]=1[C:19]1[CH:20]=[CH:21][C:22]([C:25]2[CH:30]=[CH:29][CH:28]=[C:27]([O:31][CH3:32])[C:26]=2[OH:33])=[CH:23][CH:24]=1. The yield is 0.177. (6) The reactants are C(OC([N:8]1[CH2:12][CH2:11][CH2:10][C@@H:9]1[CH2:13][CH2:14][OH:15])=O)(C)(C)C.[ClH:16]. The catalyst is C(O)C. The product is [ClH:16].[NH:8]1[CH2:12][CH2:11][CH2:10][C@@H:9]1[CH2:13][CH2:14][OH:15]. The yield is 1.00. (7) The reactants are C([O:3][C:4](=[O:38])[CH2:5][NH:6][C:7]([C:9]1[C:14]([OH:15])=[C:13]([CH3:16])[N:12]=[C:11]([CH2:17][CH:18]2[CH2:23][CH2:22][N:21]([C:24]3[CH:29]=[CH:28][C:27]([C:30]4[CH:35]=[CH:34][C:33]([CH2:36][OH:37])=[CH:32][CH:31]=4)=[CH:26][CH:25]=3)[CH2:20][CH2:19]2)[N:10]=1)=[O:8])C.[OH-].[Na+]. The catalyst is CO.O1CCCC1. The product is [OH:15][C:14]1[C:9]([C:7]([NH:6][CH2:5][C:4]([OH:38])=[O:3])=[O:8])=[N:10][C:11]([CH2:17][CH:18]2[CH2:23][CH2:22][N:21]([C:24]3[CH:25]=[CH:26][C:27]([C:30]4[CH:35]=[CH:34][C:33]([CH2:36][OH:37])=[CH:32][CH:31]=4)=[CH:28][CH:29]=3)[CH2:20][CH2:19]2)=[N:12][C:13]=1[CH3:16]. The yield is 0.820. (8) The reactants are [CH3:1][C:2]1[C:6]2[CH:7]=[C:8]([C:11]3([C:14]([O:16]C)=[O:15])[CH2:13][CH2:12]3)[CH:9]=[CH:10][C:5]=2[O:4][N:3]=1.O[Li].O. The catalyst is CO.O. The product is [CH3:1][C:2]1[C:6]2[CH:7]=[C:8]([C:11]3([C:14]([OH:16])=[O:15])[CH2:12][CH2:13]3)[CH:9]=[CH:10][C:5]=2[O:4][N:3]=1. The yield is 0.320.